Predict the product of the given reaction. From a dataset of Forward reaction prediction with 1.9M reactions from USPTO patents (1976-2016). (1) Given the reactants [NH2:1][CH2:2][CH:3]([NH2:5])[CH3:4].[CH:6](=O)[C:7]1[O:11][CH:10]=[CH:9][CH:8]=1.[BH4-].[Na+], predict the reaction product. The product is: [O:11]1[CH:10]=[CH:9][CH:8]=[C:7]1[CH2:6][NH:1][CH2:2][CH:3]([NH:5][CH2:6][C:7]1[O:11][CH:10]=[CH:9][CH:8]=1)[CH3:4]. (2) The product is: [CH2:1]([O:3][C:4]([C:6]1[N:7]([C:26]2[CH:31]=[CH:30][C:29]([O:32][CH:33]3[CH2:35][CH2:34]3)=[CH:28][CH:27]=2)[C:8]2[C:13]([CH:14]=1)=[CH:12][C:11]([C:15]1[CH:16]=[CH:17][C:18]([C:21]([CH3:23])([CH3:22])[CH3:24])=[CH:19][CH:20]=1)=[CH:10][CH:9]=2)=[O:5])[CH3:2]. Given the reactants [CH2:1]([O:3][C:4]([C:6]1[NH:7][C:8]2[C:13]([CH:14]=1)=[CH:12][C:11]([C:15]1[CH:20]=[CH:19][C:18]([C:21]([CH3:24])([CH3:23])[CH3:22])=[CH:17][CH:16]=1)=[CH:10][CH:9]=2)=[O:5])[CH3:2].Br[C:26]1[CH:31]=[CH:30][C:29]([O:32][CH:33]2[CH2:35][CH2:34]2)=[CH:28][CH:27]=1, predict the reaction product. (3) Given the reactants [C@@H:1]12[CH2:6][C@@H:5]1[CH2:4][CH2:3][C:2]2=O.[C:8]([O:15]CC)(=[O:14])[C:9](OCC)=O.CC(C)([O-])C.[K+].Cl.[F:25][C:26]1[CH:31]=[C:30]([F:32])[CH:29]=[CH:28][C:27]=1[NH:33][NH2:34].Cl, predict the reaction product. The product is: [F:25][C:26]1[CH:31]=[C:30]([F:32])[CH:29]=[CH:28][C:27]=1[N:33]1[C:2]2[C@@H:1]3[CH2:6][C@@H:5]3[CH2:4][C:3]=2[C:9]([C:8]([OH:15])=[O:14])=[N:34]1. (4) Given the reactants [F:1][C:2]([F:16])([F:15])[C:3]1[CH:8]=[CH:7][C:6]([C:9]#[C:10]/[CH:11]=[CH:12]/[CH2:13][OH:14])=[CH:5][CH:4]=1, predict the reaction product. The product is: [F:1][C:2]([F:15])([F:16])[C:3]1[CH:4]=[CH:5][C:6]([C:9]#[C:10]/[CH:11]=[CH:12]/[CH:13]=[O:14])=[CH:7][CH:8]=1. (5) Given the reactants [NH:1]1[C:9]2[C:4](=[CH:5][CH:6]=[CH:7][CH:8]=2)[C:3]([C:10]([OH:12])=O)=[CH:2]1.CCN=C=NCCCN(C)C.C1[CH:25]=[CH:26][C:27]2N(O)N=N[C:28]=2[CH:29]=1.[NH2:34][C:35]1[S:36][CH:37]=[CH:38][N:39]=1, predict the reaction product. The product is: [S:36]1[CH:37]=[CH:38][N:39]=[C:35]1[NH:34][C:10]([C:3]1[C:4]2[C:9](=[CH:8][CH:7]=[CH:6][CH:5]=2)[N:1]([CH:25]2[CH2:26][CH2:27][CH2:28][CH2:29]2)[CH:2]=1)=[O:12]. (6) Given the reactants [C:1]([C:3]1[CH:4]=[C:5]([NH:10][C:11](=[O:14])[CH2:12][CH3:13])[CH:6]=[C:7]([F:9])[CH:8]=1)#[N:2].O1C2C=CC(CNC3C=C(C=CC=3F)C#N)=CC=2OCC1.[F:36][C:37]([F:48])([F:47])[S:38][C:39]1[CH:46]=[CH:45][C:42]([CH2:43]Cl)=[CH:41][CH:40]=1, predict the reaction product. The product is: [C:1]([C:3]1[CH:4]=[C:5]([N:10]([CH2:43][C:42]2[CH:45]=[CH:46][C:39]([S:38][C:37]([F:48])([F:36])[F:47])=[CH:40][CH:41]=2)[C:11](=[O:14])[CH2:12][CH3:13])[CH:6]=[C:7]([F:9])[CH:8]=1)#[N:2]. (7) The product is: [F:1][C:2]([C:19]1[CH:20]=[C:21]([NH:25][C:26]([NH2:28])=[O:27])[CH:22]=[CH:23][CH:24]=1)([F:18])[CH2:3][O:4][C:5]1[CH:10]=[CH:9][CH:8]=[C:7]([CH2:11][C:12](=[O:13])[CH3:17])[CH:6]=1. Given the reactants [F:1][C:2]([C:19]1[CH:20]=[C:21]([NH:25][C:26]([NH2:28])=[O:27])[CH:22]=[CH:23][CH:24]=1)([F:18])[CH2:3][O:4][C:5]1[CH:10]=[CH:9][CH:8]=[C:7]([CH2:11][C:12]2([CH3:17])OCC[O:13]2)[CH:6]=1.C(OCC)(=O)C, predict the reaction product.